Binary Classification. Given a T-cell receptor sequence (or CDR3 region) and an epitope sequence, predict whether binding occurs between them. From a dataset of TCR-epitope binding with 47,182 pairs between 192 epitopes and 23,139 TCRs. (1) The epitope is ARMILMTHF. The TCR CDR3 sequence is CSARDVVDGNTGELFF. Result: 0 (the TCR does not bind to the epitope). (2) The epitope is SLFNTVATLY. The TCR CDR3 sequence is CATSYSDGPYEQYF. Result: 0 (the TCR does not bind to the epitope). (3) The epitope is ALSKGVHFV. The TCR CDR3 sequence is CASSEDGSPDTQYF. Result: 0 (the TCR does not bind to the epitope).